Dataset: Full USPTO retrosynthesis dataset with 1.9M reactions from patents (1976-2016). Task: Predict the reactants needed to synthesize the given product. The reactants are: [CH:1]1([CH2:4][S:5]([CH2:8][CH:9]([NH:29][C:30]([N:32]2[CH2:37][CH2:36][O:35][CH2:34][CH2:33]2)=[O:31])[C:10](=[O:28])[NH:11][CH:12]([CH:15]([OH:27])[C:16]2[N:20]=[C:19]([C:21]3[CH:26]=[CH:25][CH:24]=[CH:23][CH:22]=3)[O:18][N:17]=2)[CH2:13][CH3:14])(=[O:7])=[O:6])[CH2:3][CH2:2]1.CC(OI1(OC(C)=O)(OC(C)=O)OC(=O)C2C=CC=CC1=2)=O. Given the product [CH:1]1([CH2:4][S:5]([CH2:8][CH:9]([NH:29][C:30]([N:32]2[CH2:37][CH2:36][O:35][CH2:34][CH2:33]2)=[O:31])[C:10](=[O:28])[NH:11][CH:12]([C:15]([C:16]2[N:20]=[C:19]([C:21]3[CH:22]=[CH:23][CH:24]=[CH:25][CH:26]=3)[O:18][N:17]=2)=[O:27])[CH2:13][CH3:14])(=[O:6])=[O:7])[CH2:3][CH2:2]1, predict the reactants needed to synthesize it.